Dataset: Full USPTO retrosynthesis dataset with 1.9M reactions from patents (1976-2016). Task: Predict the reactants needed to synthesize the given product. (1) Given the product [OH:6][CH:7]([C:13]1[C:18]([CH3:19])=[CH:17][C:16]([O:20][CH2:29][C:30]([O:32][CH2:33][CH3:34])=[O:31])=[C:15]([CH3:21])[CH:14]=1)[CH:8]([O:9][CH3:10])[O:11][CH3:12], predict the reactants needed to synthesize it. The reactants are: CN(C)C=O.[OH:6][CH:7]([C:13]1[C:18]([CH3:19])=[CH:17][C:16]([OH:20])=[C:15]([CH3:21])[CH:14]=1)[CH:8]([O:11][CH3:12])[O:9][CH3:10].C(=O)([O-])[O-].[K+].[K+].Cl[CH2:29][C:30]([O:32][CH2:33][CH3:34])=[O:31]. (2) Given the product [C:1]([NH:5][C:6](=[O:36])[C:25]([NH:35][C:31](=[O:34])[CH3:32])([C@H:22]1[CH2:21][CH2:20][C@@H:19]([C:14]2([C:11]3[CH:12]=[CH:13][C:8]([Cl:7])=[CH:9][CH:10]=3)[O:18][CH2:17][CH2:16][O:15]2)[CH2:24][CH2:23]1)[CH2:26][CH2:27][CH:28]=[CH2:29])([CH3:4])([CH3:3])[CH3:2], predict the reactants needed to synthesize it. The reactants are: [C:1]([N+:5]#[C-:6])([CH3:4])([CH3:3])[CH3:2].[Cl:7][C:8]1[CH:13]=[CH:12][C:11]([C:14]2([C@@H:19]3[CH2:24][CH2:23][C@H:22]([C:25](=O)[CH2:26][CH2:27][CH:28]=[CH2:29])[CH2:21][CH2:20]3)[O:18][CH2:17][CH2:16][O:15]2)=[CH:10][CH:9]=1.[C:31]([O-:34])(=O)[CH3:32].[NH4+:35].[OH2:36]. (3) Given the product [CH3:26][O:27][C:28]1[CH:29]=[C:30]([C:34]2[O:35][C:36]3[CH2:37][NH:38][CH2:39][CH2:40][C:41]=3[N:42]=2)[CH:31]=[CH:32][CH:33]=1.[CH3:26][O:27][C:28]1[CH:29]=[C:30]([C:34]2[O:35][C:12]3[CH2:13][N:14]([C:17]4[N:24]=[CH:23][CH:22]=[CH:21][C:18]=4[C:19]#[N:20])[CH2:15][CH2:16][C:11]=3[N:42]=2)[CH:31]=[CH:32][CH:33]=1, predict the reactants needed to synthesize it. The reactants are: C(C1C=C(C2O[C:11]3[CH2:16][CH2:15][N:14]([C:17]4[N:24]=[CH:23][CH:22]=[CH:21][C:18]=4[C:19]#[N:20])[CH2:13][C:12]=3N=2)C=CC=1)#N.[CH3:26][O:27][C:28]1[CH:29]=[C:30]([C:34]2[O:35][C:36]3[CH2:37][NH:38][CH2:39][CH2:40][C:41]=3[N:42]=2)[CH:31]=[CH:32][CH:33]=1.COC1C=C(C=CC=1)C(O)=O. (4) Given the product [Cl:1][C:2]1[CH:3]=[CH:4][C:5]([OH:11])=[C:6]([CH:10]=1)[C:7]([NH:12][C:13]1[S:14][CH:15]=[C:16]([C:18]2[CH:23]=[CH:22][CH:21]=[C:20]([C:24]([F:27])([F:25])[F:26])[CH:19]=2)[N:17]=1)=[O:9], predict the reactants needed to synthesize it. The reactants are: [Cl:1][C:2]1[CH:10]=[C:6]([C:7]([OH:9])=O)[C:5]([OH:11])=[CH:4][CH:3]=1.[NH2:12][C:13]1[S:14][CH:15]=[C:16]([C:18]2[CH:23]=[CH:22][CH:21]=[C:20]([C:24]([F:27])([F:26])[F:25])[CH:19]=2)[N:17]=1.